From a dataset of Forward reaction prediction with 1.9M reactions from USPTO patents (1976-2016). Predict the product of the given reaction. Given the reactants [C:1]([NH:8][C:9]1[CH:10]=[C:11]([CH:15]=[CH:16][CH:17]=1)[C:12]([OH:14])=O)([O:3][C:4]([CH3:7])([CH3:6])[CH3:5])=[O:2].CN(C(ON1N=NC2C=CC=NC1=2)=[N+](C)C)C.F[P-](F)(F)(F)(F)F.[CH:42]1([NH2:49])[CH2:48][CH2:47][CH2:46][CH2:45][CH2:44][CH2:43]1.C(N(CC)C(C)C)(C)C, predict the reaction product. The product is: [C:4]([O:3][C:1](=[O:2])[NH:8][C:9]1[CH:17]=[CH:16][CH:15]=[C:11]([C:12](=[O:14])[NH:49][CH:42]2[CH2:48][CH2:47][CH2:46][CH2:45][CH2:44][CH2:43]2)[CH:10]=1)([CH3:5])([CH3:6])[CH3:7].